Dataset: Reaction yield outcomes from USPTO patents with 853,638 reactions. Task: Predict the reaction yield, written as a fraction of the theoretical maximum amount of product (1.0 means a 100% yield; for example, 0.34 means a 34% yield). (1) The reactants are [CH2:1]([O:3][C:4]1[CH:5]=[C:6]([CH:12]([NH2:18])[CH2:13][S:14]([CH3:17])(=[O:16])=[O:15])[CH:7]=[CH:8][C:9]=1[O:10][CH3:11])[CH3:2].[C:19]([NH:22][C@H:23]([C:28]([OH:30])=[O:29])[CH2:24][CH:25]([CH3:27])[CH3:26])(=[O:21])[CH3:20]. The catalyst is CO. The product is [C:19]([NH:22][C@H:23]([C:28]([OH:30])=[O:29])[CH2:24][CH:25]([CH3:26])[CH3:27])(=[O:21])[CH3:20].[CH2:1]([O:3][C:4]1[CH:5]=[C:6]([C@H:12]([NH2:18])[CH2:13][S:14]([CH3:17])(=[O:16])=[O:15])[CH:7]=[CH:8][C:9]=1[O:10][CH3:11])[CH3:2]. The yield is 0.900. (2) The reactants are [ClH:1].[F:2][C:3]1([F:9])[CH2:8][CH2:7][NH:6][CH2:5][CH2:4]1.C(=O)([O-])[O-].[K+].[K+].Br[CH2:17][CH2:18]O. The yield is 0.860. The product is [ClH:1].[Cl:1][CH2:17][CH2:18][N:6]1[CH2:7][CH2:8][C:3]([F:9])([F:2])[CH2:4][CH2:5]1. The catalyst is C(#N)C. (3) The catalyst is C(C(C)=O)C. The reactants are [CH2:1]([C:4]1[C:12]2[O:11][N:10]=[C:9]([CH2:13][CH2:14][C:15]3[N:16]=[C:17]([C:23]4[CH:28]=[CH:27][C:26]([Cl:29])=[CH:25][C:24]=4[Cl:30])[O:18][C:19]=3[CH:20]([CH3:22])[CH3:21])[C:8]=2[CH:7]=[CH:6][C:5]=1[OH:31])[CH:2]=[CH2:3].Br[C:33]([CH3:40])([CH3:39])[C:34]([O:36][CH2:37][CH3:38])=[O:35].C(=O)([O-])[O-].[K+].[K+]. The product is [CH2:1]([C:4]1[C:12]2[O:11][N:10]=[C:9]([CH2:13][CH2:14][C:15]3[N:16]=[C:17]([C:23]4[CH:28]=[CH:27][C:26]([Cl:29])=[CH:25][C:24]=4[Cl:30])[O:18][C:19]=3[CH:20]([CH3:22])[CH3:21])[C:8]=2[CH:7]=[CH:6][C:5]=1[O:31][C:33]([CH3:40])([CH3:39])[C:34]([O:36][CH2:37][CH3:38])=[O:35])[CH:2]=[CH2:3]. The yield is 1.00. (4) The reactants are [Br:1][C:2]1[S:6][C:5]([C:7]([OH:9])=[O:8])=[CH:4][CH:3]=1.[CH3:10]O. No catalyst specified. The product is [CH3:10][O:8][C:7]([C:5]1[S:6][C:2]([Br:1])=[CH:3][CH:4]=1)=[O:9]. The yield is 0.870. (5) The reactants are [N+:1]([C:4]1[CH:20]=[CH:19][C:7]([CH2:8][C:9]2[CH:18]=[CH:17][C:12]3[N:13]=[C:14]([NH2:16])[S:15][C:11]=3[CH:10]=2)=[CH:6][CH:5]=1)([O-:3])=[O:2].[Br:21]Br.O. The catalyst is C(O)(=O)C. The product is [Br:21][C:17]1[C:12]2[N:13]=[C:14]([NH2:16])[S:15][C:11]=2[CH:10]=[C:9]([CH2:8][C:7]2[CH:19]=[CH:20][C:4]([N+:1]([O-:3])=[O:2])=[CH:5][CH:6]=2)[CH:18]=1. The yield is 0.790. (6) The reactants are F[C:2]1[CH:8]=[CH:7][C:6]([N+:9]([O-:11])=[O:10])=[CH:5][C:3]=1[NH2:4].[CH2:12]([NH2:14])[CH3:13]. No catalyst specified. The product is [CH2:12]([NH:14][C:2]1[C:3]([NH2:4])=[CH:5][C:6]([N+:9]([O-:11])=[O:10])=[CH:7][CH:8]=1)[CH3:13]. The yield is 0.720. (7) The reactants are [CH:1]([N:4]1[C:8]([C:9]2[N:18]=[C:17]3[N:11]([CH2:12][CH2:13][O:14][C:15]4[CH:22]=[C:21](B5OC(C)(C)C(C)(C)O5)[CH:20]=[CH:19][C:16]=43)[CH:10]=2)=[N:7][CH:6]=[N:5]1)([CH3:3])[CH3:2].[CH3:32][O:33][C:34]([CH:36]1[CH:41](OS(C(F)(F)F)(=O)=O)[CH2:40][CH2:39][N:38]([C:50]([O:52][C:53]([CH3:56])([CH3:55])[CH3:54])=[O:51])[CH2:37]1)=[O:35].C([O-])(=O)C.[K+]. The catalyst is C1C=CC(P(C2C=CC=CC=2)[C-]2C=CC=C2)=CC=1.C1C=CC(P(C2C=CC=CC=2)[C-]2C=CC=C2)=CC=1.Cl[Pd]Cl.[Fe+2].C(Cl)Cl.O. The product is [CH3:32][O:33][C:34]([C:36]1[CH2:37][N:38]([C:50]([O:52][C:53]([CH3:56])([CH3:55])[CH3:54])=[O:51])[CH2:39][CH2:40][C:41]=1[C:21]1[CH:20]=[CH:19][C:16]2[C:17]3[N:11]([CH2:12][CH2:13][O:14][C:15]=2[CH:22]=1)[CH:10]=[C:9]([C:8]1[N:4]([CH:1]([CH3:3])[CH3:2])[N:5]=[CH:6][N:7]=1)[N:18]=3)=[O:35]. The yield is 0.910.